From a dataset of Catalyst prediction with 721,799 reactions and 888 catalyst types from USPTO. Predict which catalyst facilitates the given reaction. (1) Reactant: [Br:1][C:2]1[CH:9]=[CH:8][C:5]([C:6]#[N:7])=[CH:4][CH:3]=1.[N+:10]([O-])([OH:12])=[O:11]. Product: [Br:1][C:2]1[CH:9]=[CH:8][C:5]([C:6]#[N:7])=[CH:4][C:3]=1[N+:10]([O-:12])=[O:11]. The catalyst class is: 82. (2) Reactant: [CH3:1][O:2][C:3](=[O:35])[NH:4][CH:5]([C:9]([N:11]1[CH2:15][C:14](F)(F)[CH2:13][CH:12]1[C:18]1[NH:19][C:20]([C:23]2[CH:28]=[CH:27][C:26]([C:29]#[C:30][Si](C)(C)C)=[CH:25][CH:24]=2)=[CH:21][N:22]=1)=[O:10])[CH:6]([CH3:8])[CH3:7].C([O-])([O-])=O.[K+].[K+]. Product: [CH3:1][O:2][C:3](=[O:35])[NH:4][CH:5]([C:9]([N:11]1[CH2:15][CH2:14][CH2:13][CH:12]1[C:18]1[NH:19][C:20]([C:23]2[CH:28]=[CH:27][C:26]([C:29]#[CH:30])=[CH:25][CH:24]=2)=[CH:21][N:22]=1)=[O:10])[CH:6]([CH3:8])[CH3:7]. The catalyst class is: 5. (3) Reactant: Cl[C:2]1[C:3]2[C:10]([C:11]3[CH:16]=[CH:15][CH:14]=[CH:13][CH:12]=3)=[CH:9][O:8][C:4]=2[N:5]=[CH:6][N:7]=1.[CH:17]([NH2:20])([CH3:19])[CH3:18]. Product: [CH:17]([NH:20][C:2]1[C:3]2[C:10]([C:11]3[CH:16]=[CH:15][CH:14]=[CH:13][CH:12]=3)=[CH:9][O:8][C:4]=2[N:5]=[CH:6][N:7]=1)([CH3:19])[CH3:18]. The catalyst class is: 32. (4) Reactant: [Br:1][C:2]1[CH:3]=[C:4]2[C:9](=[CH:10][CH:11]=1)[C:8](=[O:12])[NH:7][C:6](=[O:13])[C:5]2=[CH:14]OC.[N:17]1([CH2:23][C:24]2[CH:29]=[CH:28][C:27]([NH2:30])=[CH:26][CH:25]=2)[CH2:22][CH2:21][CH2:20][CH2:19][CH2:18]1. Product: [Br:1][C:2]1[CH:3]=[C:4]2[C:9](=[CH:10][CH:11]=1)[C:8](=[O:12])[NH:7][C:6](=[O:13])[C:5]2=[CH:14][NH:30][C:27]1[CH:26]=[CH:25][C:24]([CH2:23][N:17]2[CH2:22][CH2:21][CH2:20][CH2:19][CH2:18]2)=[CH:29][CH:28]=1. The catalyst class is: 483. (5) Reactant: [F:1][C:2]1[CH:7]=[CH:6][C:5]([CH2:8][C:9]#[N:10])=[CH:4][CH:3]=1.[H-].[Na+].Br[CH2:14][CH2:15][CH2:16][CH2:17][CH3:18]. Product: [F:1][C:2]1[CH:7]=[CH:6][C:5]([CH:8]([CH2:14][CH2:15][CH2:16][CH2:17][CH3:18])[C:9]#[N:10])=[CH:4][CH:3]=1. The catalyst class is: 3. (6) Reactant: Cl[C:2]1[CH:3]=[CH:4][C:5]2[N:6]([CH:8]=[CH:9][N:10]=2)[N:7]=1.[NH2:11][C:12]1[CH:17]=[CH:16][CH:15]=[CH:14][C:13]=1[OH:18].C(=O)([O-])[O-].[K+].[K+].CN1CCCC1=O. Product: [N:10]1[CH:9]=[CH:8][N:6]2[C:5]=1[CH:4]=[CH:3][C:2]([O:18][C:13]1[CH:14]=[CH:15][CH:16]=[CH:17][C:12]=1[NH2:11])=[N:7]2. The catalyst class is: 74. (7) Product: [O:21]1[CH2:25][CH2:24][CH:23]([CH2:26][NH:27][C:13]([C:10]2[CH:9]=[C:8]([CH2:7][O:6][CH2:5][C:4]3[CH:16]=[C:17]([CH3:19])[CH:18]=[C:2]([CH3:1])[CH:3]=3)[O:12][N:11]=2)=[O:15])[CH2:22]1. Reactant: [CH3:1][C:2]1[CH:3]=[C:4]([CH:16]=[C:17]([CH3:19])[CH:18]=1)[CH2:5][O:6][CH2:7][C:8]1[O:12][N:11]=[C:10]([C:13]([OH:15])=O)[CH:9]=1.Cl.[O:21]1[CH2:25][CH2:24][CH:23]([CH2:26][NH2:27])[CH2:22]1.C(N(CC)CC)C.ON1C2C=CC=CC=2N=N1.Cl.C(N=C=NCCCN(C)C)C. The catalyst class is: 22.